Dataset: NCI-60 drug combinations with 297,098 pairs across 59 cell lines. Task: Regression. Given two drug SMILES strings and cell line genomic features, predict the synergy score measuring deviation from expected non-interaction effect. Drug 1: B(C(CC(C)C)NC(=O)C(CC1=CC=CC=C1)NC(=O)C2=NC=CN=C2)(O)O. Drug 2: CC(C)(C#N)C1=CC=C(C=C1)N2C3=C4C=C(C=CC4=NC=C3N(C2=O)C)C5=CC6=CC=CC=C6N=C5. Cell line: NCI-H460. Synergy scores: CSS=86.4, Synergy_ZIP=6.37, Synergy_Bliss=4.93, Synergy_Loewe=5.57, Synergy_HSA=8.36.